This data is from Full USPTO retrosynthesis dataset with 1.9M reactions from patents (1976-2016). The task is: Predict the reactants needed to synthesize the given product. Given the product [F:27][C:26]([F:29])([F:28])[S:23]([O:7][C:4]1[CH2:3][CH2:2][O:1][CH2:6][CH:5]=1)(=[O:25])=[O:24], predict the reactants needed to synthesize it. The reactants are: [O:1]1[CH2:6][CH2:5][C:4](=[O:7])[CH2:3][CH2:2]1.[Li+].CC([N-]C(C)C)C.C1C=CC(N([S:23]([C:26]([F:29])([F:28])[F:27])(=[O:25])=[O:24])[S:23]([C:26]([F:29])([F:28])[F:27])(=[O:25])=[O:24])=CC=1.